Dataset: Forward reaction prediction with 1.9M reactions from USPTO patents (1976-2016). Task: Predict the product of the given reaction. (1) Given the reactants [CH3:1][C:2]([O:5][C@H:6]([CH3:41])[C@@H:7]([C:37]([O:39]C)=[O:38])[NH:8][C:9]([C:11]1[S:12][C:13]([C:29]2[CH:34]=[CH:33][C:32]([O:35][CH3:36])=[CH:31][CH:30]=2)=[CH:14][C:15]=1[NH:16][C:17]([NH:19][C:20]1[C:25]([CH3:26])=[CH:24][C:23]([CH3:27])=[CH:22][C:21]=1[CH3:28])=[O:18])=[O:10])([CH3:4])[CH3:3].[OH-].[Li+], predict the reaction product. The product is: [CH3:4][C:2]([O:5][C@H:6]([CH3:41])[C@@H:7]([C:37]([OH:39])=[O:38])[NH:8][C:9]([C:11]1[S:12][C:13]([C:29]2[CH:30]=[CH:31][C:32]([O:35][CH3:36])=[CH:33][CH:34]=2)=[CH:14][C:15]=1[NH:16][C:17]([NH:19][C:20]1[C:25]([CH3:26])=[CH:24][C:23]([CH3:27])=[CH:22][C:21]=1[CH3:28])=[O:18])=[O:10])([CH3:1])[CH3:3]. (2) Given the reactants [CH3:1][C:2]1[CH:3]=[C:4]([C:19]2[CH:20]=[CH:21][C:22]([CH2:25][C:26]([OH:28])=O)=[N:23][CH:24]=2)[CH:5]=[C:6]([NH:8][C:9]2[N:14]=[C:13]([C:15]([F:18])([F:17])[F:16])[CH:12]=[CH:11][N:10]=2)[CH:7]=1.[CH3:29][NH:30][CH3:31].C(Cl)CCl.C1C=CC2N(O)N=NC=2C=1.CCN(C(C)C)C(C)C, predict the reaction product. The product is: [CH3:29][N:30]([CH3:31])[C:26](=[O:28])[CH2:25][C:22]1[CH:21]=[CH:20][C:19]([C:4]2[CH:5]=[C:6]([NH:8][C:9]3[N:14]=[C:13]([C:15]([F:17])([F:16])[F:18])[CH:12]=[CH:11][N:10]=3)[CH:7]=[C:2]([CH3:1])[CH:3]=2)=[CH:24][N:23]=1. (3) Given the reactants [NH2:1][C:2]1[CH2:3][S:4][C:5]2[CH:11]=[CH:10][CH:9]=[CH:8][C:6]=2[N:7]=1.[CH2:12]([N:15]([CH2:19][CH2:20][CH3:21])[C:16](=O)[CH3:17])[CH2:13][CH3:14], predict the reaction product. The product is: [S:4]1[C:5]2[CH:11]=[CH:10][CH:9]=[CH:8][C:6]=2[N:7]=[C:2]([N:1]=[C:16]([N:15]([CH2:19][CH2:20][CH3:21])[CH2:12][CH2:13][CH3:14])[CH3:17])[CH2:3]1. (4) The product is: [CH3:27][C:26]1[C:18]([CH2:17][N:14]2[CH2:15][CH2:16][CH:11]([NH2:10])[CH2:12][CH:13]2[C:39]2[CH:40]=[CH:41][CH:42]=[CH:43][CH:44]=2)=[C:19]2[C:23](=[C:24]([CH3:28])[CH:25]=1)[NH:22][CH:21]=[CH:20]2. Given the reactants C(OC(=O)[NH:10][CH:11]1[CH2:16][CH2:15][N:14]([CH2:17][C:18]2[C:26]([CH3:27])=[CH:25][C:24]([CH3:28])=[C:23]3[C:19]=2[CH:20]=[CH:21][N:22]3S(C2C=CC(C)=CC=2)(=O)=O)[CH:13]([C:39]2[CH:44]=[CH:43][CH:42]=[CH:41][CH:40]=2)[CH2:12]1)C1C=CC=CC=1.[OH-].[K+].O, predict the reaction product. (5) Given the reactants C(OC(N1CCN(C2S[C:16]([C:32]([OH:34])=O)=[C:17]([C:19]3[CH:24]=[CH:23][C:22]([O:25][C:26]4[CH:31]=[CH:30][CH:29]=[CH:28][CH:27]=4)=[CH:21][CH:20]=3)[N:18]=2)CC1)=O)(C)(C)C.[C:35]([CH2:37][C:38]([OH:40])=O)#[N:36].CCN=C=NC[CH2:47][CH2:48][N:49]([CH3:51])C.C1C=CC2N(O)N=[N:58][C:56]=2C=1.CC[N:64](C(C)C)C(C)C, predict the reaction product. The product is: [C:35]([CH2:37][C:38]([N:58]1[CH2:47][CH:48]([N:49]2[CH:51]=[C:16]([C:32]([NH2:64])=[O:34])[C:17]([C:19]3[CH:20]=[CH:21][C:22]([O:25][C:26]4[CH:27]=[CH:28][CH:29]=[CH:30][CH:31]=4)=[CH:23][CH:24]=3)=[N:18]2)[CH2:56]1)=[O:40])#[N:36]. (6) Given the reactants [CH3:1][O:2][CH:3]([CH:5]1[CH2:9][CH2:8][CH2:7][N:6]1C(OC(C)(C)C)=O)[CH3:4].C(O)(C(F)(F)F)=O, predict the reaction product. The product is: [CH3:1][O:2][CH:3]([CH:5]1[CH2:9][CH2:8][CH2:7][NH:6]1)[CH3:4]. (7) Given the reactants [F:1][C:2]1[CH:7]=[CH:6][C:5]([O:8][C:9](=[O:32])[N:10]([C@H:12]2[C@H:16]([C:17]3[CH:22]=[CH:21][C:20]([Cl:23])=[CH:19][CH:18]=3)[CH2:15][N:14]([C:24]([CH:26]3[CH2:31][CH2:30][NH:29][CH2:28][CH2:27]3)=[O:25])[CH2:13]2)[CH3:11])=[CH:4][CH:3]=1.Cl[C:34]1[N:39]=[N:38][C:37]([C:40]#[N:41])=[CH:36][CH:35]=1.C(N(CC)C(C)C)(C)C, predict the reaction product. The product is: [F:1][C:2]1[CH:7]=[CH:6][C:5]([O:8][C:9](=[O:32])[N:10]([C@H:12]2[C@H:16]([C:17]3[CH:22]=[CH:21][C:20]([Cl:23])=[CH:19][CH:18]=3)[CH2:15][N:14]([C:24]([CH:26]3[CH2:31][CH2:30][N:29]([C:34]4[N:39]=[N:38][C:37]([C:40]#[N:41])=[CH:36][CH:35]=4)[CH2:28][CH2:27]3)=[O:25])[CH2:13]2)[CH3:11])=[CH:4][CH:3]=1.